From a dataset of Peptide-MHC class I binding affinity with 185,985 pairs from IEDB/IMGT. Regression. Given a peptide amino acid sequence and an MHC pseudo amino acid sequence, predict their binding affinity value. This is MHC class I binding data. (1) The peptide sequence is STHMENILK. The MHC is HLA-B27:05 with pseudo-sequence HLA-B27:05. The binding affinity (normalized) is 0.0847. (2) The peptide sequence is KTWGQYWQV. The MHC is HLA-C15:02 with pseudo-sequence HLA-C15:02. The binding affinity (normalized) is 0.640.